From a dataset of Reaction yield outcomes from USPTO patents with 853,638 reactions. Predict the reaction yield, written as a fraction of the theoretical maximum amount of product (1.0 means a 100% yield; for example, 0.34 means a 34% yield). (1) The reactants are [Cl:1][C:2]1[CH:3]=[C:4]([C:9]([N:11]2[CH2:16][CH2:15][CH2:14][CH:13]([CH3:17])[CH2:12]2)=[O:10])[CH:5]=[N:6][C:7]=1Cl.Cl[C:19]1[CH:24]=[CH:23][C:22]([OH:25])=[CH:21][CH:20]=1.C([O-])([O-])=O.[K+].[K+].CC([N:35](C)C)=O. The catalyst is C(OCC)(=O)C. The product is [Cl:1][C:2]1[CH:3]=[C:4]([C:9]([N:11]2[CH2:16][CH2:15][CH2:14][CH:13]([CH3:17])[CH2:12]2)=[O:10])[CH:5]=[N:6][C:7]=1[O:25][C:22]1[CH:23]=[N:35][C:19]([CH3:24])=[CH:20][CH:21]=1. The yield is 0.600. (2) The reactants are [Cl:1]C1C=C(C=CC=1)C(O)=O.[C:11]1([C:17]2[CH:21]=[N:20][NH:19][C:18]=2[C:22]2[C:30]3[C:25](=[N+:26]([O-])[CH:27]=[CH:28][CH:29]=3)[NH:24][CH:23]=2)[CH:16]=[CH:15][CH:14]=[CH:13][CH:12]=1.COS(OC)(=O)=O.[CH2:39]([NH2:46])[C:40]1[CH:45]=[CH:44][CH:43]=[CH:42][CH:41]=1.[ClH:47]. The catalyst is C(#N)C.CCOC(C)=O.CO. The product is [ClH:1].[ClH:47].[CH2:39]([NH:46][C:27]1[N:26]=[C:25]2[NH:24][CH:23]=[C:22]([C:18]3[NH:19][N:20]=[CH:21][C:17]=3[C:11]3[CH:16]=[CH:15][CH:14]=[CH:13][CH:12]=3)[C:30]2=[CH:29][CH:28]=1)[C:40]1[CH:45]=[CH:44][CH:43]=[CH:42][CH:41]=1. The yield is 0.0200. (3) The reactants are Cl[C:2]1[N:3]=[C:4]([O:11][C:12]2[CH:17]=[CH:16][CH:15]=[C:14]([N+:18]([O-:20])=[O:19])[CH:13]=2)[C:5]2[S:10][CH:9]=[CH:8][C:6]=2[N:7]=1.[CH3:21][N:22]1[CH2:27][CH2:26][N:25]([C:28]2[CH:29]=[CH:30][C:31]([NH2:34])=[N:32][CH:33]=2)[CH2:24][CH2:23]1.C(=O)([O-])[O-].[Cs+].[Cs+]. The catalyst is O1CCOCC1.C1C=CC(/C=C/C(/C=C/C2C=CC=CC=2)=O)=CC=1.C1C=CC(/C=C/C(/C=C/C2C=CC=CC=2)=O)=CC=1.C1C=CC(/C=C/C(/C=C/C2C=CC=CC=2)=O)=CC=1.[Pd].[Pd]. The product is [CH3:21][N:22]1[CH2:27][CH2:26][N:25]([C:28]2[CH:29]=[CH:30][C:31]([NH:34][C:2]3[N:3]=[C:4]([O:11][C:12]4[CH:17]=[CH:16][CH:15]=[C:14]([N+:18]([O-:20])=[O:19])[CH:13]=4)[C:5]4[S:10][CH:9]=[CH:8][C:6]=4[N:7]=3)=[N:32][CH:33]=2)[CH2:24][CH2:23]1. The yield is 0.700. (4) The reactants are [CH3:1][C:2]1[C:10]([O:11][C@H:12]2[CH2:17][CH2:16][C@H:15]([NH2:18])[CH2:14][CH2:13]2)=[CH:9][CH:8]=[C:7]2[C:3]=1[CH:4]=[N:5][NH:6]2.[C:19]1(C)C=[CH:23][C:22](S([O-])(=O)=O)=[CH:21][CH:20]=1.[NH+]1[CH:23]=[CH:22][CH:21]=[CH:20][CH:19]=1.O.C1(C)C=CC(S(O)(=O)=[O:44])=CC=1.[OH-].[Na+]. The catalyst is CN1CCCC1=O. The product is [CH3:1][C:2]1[C:10]([O:11][C@H:12]2[CH2:17][CH2:16][C@H:15]([NH2:18])[CH2:14][CH2:13]2)=[CH:9][CH:8]=[C:7]2[C:3]=1[CH:4]=[N:5][N:6]2[CH:23]1[CH2:22][CH2:21][CH2:20][CH2:19][O:44]1. The yield is 0.650. (5) The catalyst is C(Cl)Cl. The reactants are N(C(OCC)=O)=NC(OCC)=O.[Cl:13][C:14]1[C:23]2[C:18](=[CH:19][C:20]([OH:26])=[C:21]([O:24][CH3:25])[CH:22]=2)[N:17]=[CH:16][N:15]=1.C1(P(C2C=CC=CC=2)C2C=CC=CC=2)C=CC=CC=1.[CH3:46][N:47]([CH2:51][CH2:52]O)[CH2:48][C:49]#[CH:50]. The yield is 0.780. The product is [Cl:13][C:14]1[C:23]2[C:18](=[CH:19][C:20]([O:26][CH2:52][CH2:51][N:47]([CH3:46])[CH2:48][C:49]#[CH:50])=[C:21]([O:24][CH3:25])[CH:22]=2)[N:17]=[CH:16][N:15]=1. (6) The reactants are [F:1][C:2]([F:38])([F:37])[C:3]1[CH:4]=[C:5]([CH:34]=[CH:35][CH:36]=1)[C:6]([NH:8][C:9]1[CH:10]=[C:11]([CH:31]=[CH:32][CH:33]=1)[O:12][C:13]1[CH:14]=[CH:15][C:16]2[N:17]([CH:19]=[C:20]([NH:22][C:23](=[O:30])OCC(Cl)(Cl)Cl)[N:21]=2)[N:18]=1)=[O:7].[NH2:39][CH2:40][CH2:41][O:42][CH2:43][CH2:44][OH:45].C(N(C(C)C)C(C)C)(C)C. The catalyst is CS(C)=O. The product is [OH:45][CH2:44][CH2:43][O:42][CH2:41][CH2:40][NH:39][C:23]([NH:22][C:20]1[N:21]=[C:16]2[CH:15]=[CH:14][C:13]([O:12][C:11]3[CH:10]=[C:9]([NH:8][C:6](=[O:7])[C:5]4[CH:34]=[CH:35][CH:36]=[C:3]([C:2]([F:37])([F:1])[F:38])[CH:4]=4)[CH:33]=[CH:32][CH:31]=3)=[N:18][N:17]2[CH:19]=1)=[O:30]. The yield is 0.620. (7) The reactants are C([O:3][C:4]([C:6]1([CH2:19][C:20]2[CH:25]=[CH:24][CH:23]=[CH:22][CH:21]=2)[CH2:11][CH2:10][N:9]([CH2:12][C:13]2[CH:18]=[CH:17][CH:16]=[CH:15][CH:14]=2)[CH2:8][CH2:7]1)=O)C.[H-].[Al+3].[Li+].[H-].[H-].[H-]. The catalyst is O1CCCC1. The yield is 0.810. The product is [CH2:12]([N:9]1[CH2:10][CH2:11][C:6]([CH2:19][C:20]2[CH:25]=[CH:24][CH:23]=[CH:22][CH:21]=2)([CH2:4][OH:3])[CH2:7][CH2:8]1)[C:13]1[CH:14]=[CH:15][CH:16]=[CH:17][CH:18]=1.